The task is: Predict the reaction yield, written as a fraction of the theoretical maximum amount of product (1.0 means a 100% yield; for example, 0.34 means a 34% yield).. This data is from Reaction yield outcomes from USPTO patents with 853,638 reactions. (1) The reactants are [NH:1]1[CH2:6][CH2:5][CH:4]([OH:7])[CH2:3][CH2:2]1.C(=O)([O-])[O-].[K+].[K+].F[C:15]1[CH:20]=[CH:19][C:18]([N+:21]([O-:23])=[O:22])=[C:17]([O:24][CH3:25])[CH:16]=1.O. The catalyst is CN(C)C=O. The product is [CH3:25][O:24][C:17]1[CH:16]=[C:15]([N:1]2[CH2:6][CH2:5][CH:4]([OH:7])[CH2:3][CH2:2]2)[CH:20]=[CH:19][C:18]=1[N+:21]([O-:23])=[O:22]. The yield is 0.890. (2) The reactants are [Cl:1][C:2]1[CH:3]=[C:4]([O:12][C:13]2[CH:18]=[CH:17][C:16]([CH2:19][CH2:20][OH:21])=[CH:15][CH:14]=2)[CH:5]=[C:6]([C:8]([F:11])([F:10])[F:9])[CH:7]=1.[N:22]#[C:23][NH2:24].OS(C(F)(F)F)(=O)=O. The catalyst is C1COCC1. The product is [C:23](=[NH:22])([O:21][CH2:20][CH2:19][C:16]1[CH:17]=[CH:18][C:13]([O:12][C:4]2[CH:5]=[C:6]([C:8]([F:11])([F:10])[F:9])[CH:7]=[C:2]([Cl:1])[CH:3]=2)=[CH:14][CH:15]=1)[NH2:24]. The yield is 0.705. (3) The reactants are [N:1]1[C:10]2[C:5](=[CH:6][CH:7]=[CH:8][CH:9]=2)[CH:4]=[CH:3][C:2]=1[C:11]#[N:12].N. The catalyst is CO.[Ni]. The product is [NH2:12][CH2:11][C:2]1[CH:3]=[CH:4][C:5]2[C:10](=[CH:9][CH:8]=[CH:7][CH:6]=2)[N:1]=1. The yield is 0.980. (4) The reactants are [C:1]([C:5]1[NH:6][C:7]2[C:12]([CH:13]=1)=[C:11]([F:14])[CH:10]=[CH:9][CH:8]=2)([CH3:4])([CH3:3])[CH3:2].[N+:15]([O-])([O-:17])=[O:16].[K+].O. The catalyst is OS(O)(=O)=O. The product is [C:1]([C:5]1[NH:6][C:7]2[C:12]([CH:13]=1)=[C:11]([F:14])[C:10]([N+:15]([O-:17])=[O:16])=[CH:9][CH:8]=2)([CH3:4])([CH3:2])[CH3:3]. The yield is 0.730. (5) The reactants are [CH3:1][O:2][C:3]1[CH:4]=[C:5]2[C:10](=[CH:11][C:12]=1[O:13][CH3:14])[N:9]=[CH:8][CH:7]=[C:6]2[O:15][C:16]1[CH:22]=[CH:21][C:19]([NH2:20])=[C:18]([CH3:23])[C:17]=1[CH3:24].Cl[C:26](Cl)([O:28]C(=O)OC(Cl)(Cl)Cl)Cl.[CH3:37][CH:38]([OH:44])[CH2:39][CH2:40][CH2:41][CH2:42][CH3:43].C(=O)(O)[O-].[Na+]. The catalyst is C(Cl)Cl.C(N(CC)CC)C.C1(C)C=CC=CC=1. The product is [CH3:1][O:2][C:3]1[CH:4]=[C:5]2[C:10](=[CH:11][C:12]=1[O:13][CH3:14])[N:9]=[CH:8][CH:7]=[C:6]2[O:15][C:16]1[CH:22]=[CH:21][C:19]([NH:20][C:26](=[O:28])[O:44][CH:38]([CH3:37])[CH2:39][CH2:40][CH2:41][CH2:42][CH3:43])=[C:18]([CH3:23])[C:17]=1[CH3:24]. The yield is 0.650. (6) The product is [NH2:1][C:4]1[CH:12]=[C:11]2[C:7]([CH:8]=[C:9]([C:13]#[N:14])[NH:10]2)=[CH:6][CH:5]=1. The catalyst is [Ni].CCO. The yield is 0.490. The reactants are [N+:1]([C:4]1[CH:12]=[C:11]2[C:7]([CH:8]=[C:9]([C:13]#[N:14])[NH:10]2)=[CH:6][CH:5]=1)([O-])=O.